Dataset: Reaction yield outcomes from USPTO patents with 853,638 reactions. Task: Predict the reaction yield, written as a fraction of the theoretical maximum amount of product (1.0 means a 100% yield; for example, 0.34 means a 34% yield). (1) The reactants are [N+]([C:4]1[S:8][C:7]([C:9]#[N:10])=[CH:6][CH:5]=1)([O-])=O.[Cl:11][C:12]1[CH:13]=[C:14]([OH:18])[CH:15]=[CH:16][CH:17]=1.C(=O)([O-])[O-].[K+].[K+].O. The catalyst is CS(C)=O. The product is [Cl:11][C:12]1[CH:13]=[C:14]([CH:15]=[CH:16][CH:17]=1)[O:18][C:4]1[S:8][C:7]([C:9]#[N:10])=[CH:6][CH:5]=1. The yield is 0.730. (2) The reactants are [S-:1][C:2]#[N:3].[K+].[C:5]([O:8][C@@H:9]1[C@@H:14]([O:15][C:16](=[O:18])[CH3:17])[C@H:13]([O:19][C:20](=[O:22])[CH3:21])[C@@H:12]([CH2:23][O:24][C:25](=[O:27])[CH3:26])[O:11][C@@H:10]1Br)(=[O:7])[CH3:6]. The catalyst is S([O-])(O)(=O)=O.C([N+](CCCC)(CCCC)CCCC)CCC.C(#N)C. The product is [C:5]([O:8][C@@H:9]1[C@@H:14]([O:15][C:16](=[O:18])[CH3:17])[C@H:13]([O:19][C:20](=[O:22])[CH3:21])[C@@H:12]([CH2:23][O:24][C:25](=[O:27])[CH3:26])[O:11][C@H:10]1[N:3]=[C:2]=[S:1])(=[O:7])[CH3:6]. The yield is 0.760. (3) The reactants are [Br:1][C:2]1[CH:7]=[CH:6][C:5](B(O)O)=[CH:4][CH:3]=1.C([O-])([O-])=O.[Na+].[Na+].I[C:18]1[CH:24]=[CH:23][CH:22]=[CH:21][C:19]=1[NH2:20]. The catalyst is C1(C)C=CC=CC=1.C1C=CC([P]([Pd]([P](C2C=CC=CC=2)(C2C=CC=CC=2)C2C=CC=CC=2)([P](C2C=CC=CC=2)(C2C=CC=CC=2)C2C=CC=CC=2)[P](C2C=CC=CC=2)(C2C=CC=CC=2)C2C=CC=CC=2)(C2C=CC=CC=2)C2C=CC=CC=2)=CC=1. The product is [Br:1][C:2]1[CH:7]=[CH:6][C:5]([C:18]2[CH:24]=[CH:23][CH:22]=[CH:21][C:19]=2[NH2:20])=[CH:4][CH:3]=1. The yield is 0.690. (4) The reactants are [CH3:1][N:2]([CH3:23])[C:3](=[O:22])[C:4]1[CH:9]=[CH:8][C:7](/[CH:10]=[N:11]/[C:12]2[CH:20]=[CH:19][CH:18]=[C:17]3[C:13]=2[CH2:14][O:15][C:16]3=[O:21])=[CH:6][CH:5]=1.[F:24][C:25]1[CH:32]=[CH:31][C:28]([CH:29]=O)=[CH:27][CH:26]=1.[Na].[C:34](OCC)(=[O:37])CC.[CH2:41](O)C. No catalyst specified. The product is [CH3:1][N:2]([CH3:23])[C:3]([C:4]1[CH:9]=[CH:8][C:7]([CH:10]2[CH:29]([C:28]3[CH:31]=[CH:32][C:25]([F:24])=[CH:26][CH:27]=3)[C:34](=[O:37])[C:13]3[C:17]([C:16]([O:15][CH2:14][CH3:41])=[O:21])=[CH:18][CH:19]=[CH:20][C:12]=3[NH:11]2)=[CH:6][CH:5]=1)=[O:22]. The yield is 0.220. (5) The reactants are [CH3:1][O:2][C:3]1[CH:8]=[CH:7][C:6]([NH:9][C:10]2[C:19]3[C:14](=[CH:15][CH:16]=[CH:17][CH:18]=3)[N:13]=[C:12]([CH3:20])[N:11]=2)=[CH:5][CH:4]=1.[F:21][CH:22]([F:24])Cl.C(=O)([O-])[O-].[Cs+].[Cs+]. The catalyst is CN(C)C=O.C(OCC)(=O)C. The product is [F:21][CH:22]([N:9]([C:6]1[CH:5]=[CH:4][C:3]([O:2][CH3:1])=[CH:8][CH:7]=1)[C:10]1[C:19]2[C:14](=[CH:15][CH:16]=[CH:17][CH:18]=2)[N:13]=[C:12]([CH3:20])[N:11]=1)[F:24]. The yield is 0.320.